Predict the product of the given reaction. From a dataset of Forward reaction prediction with 1.9M reactions from USPTO patents (1976-2016). (1) Given the reactants [CH2:1]([O:3][C:4]([C:6]1[S:7][C:8]([NH2:27])=[C:9]([C:25]#[N:26])[C:10]=1[C:11]1[CH:16]=[CH:15][C:14]([C:17]2[CH:22]=[CH:21][CH:20]=[CH:19][C:18]=2SC)=[CH:13][CH:12]=1)=[O:5])[CH3:2].C(OC(C1SC(N)=C([C:45]#[N:46])C=1C1C=CC(I)=CC=1)=O)C.C(C1C=CC=CC=1B(O)O)#N, predict the reaction product. The product is: [CH2:1]([O:3][C:4]([C:6]1[S:7][C:8]([NH2:27])=[C:9]([C:25]#[N:26])[C:10]=1[C:11]1[CH:12]=[CH:13][C:14]([C:17]2[CH:22]=[CH:21][CH:20]=[CH:19][C:18]=2[C:45]#[N:46])=[CH:15][CH:16]=1)=[O:5])[CH3:2]. (2) Given the reactants [Cl:1][C:2]1[CH:3]=[C:4]2[C:8](=[CH:9][CH:10]=1)[NH:7][CH:6]=[C:5]2[CH:11]=[O:12].[C:13](O[C:21]([O:23][C:24]([CH3:27])([CH3:26])C)=O)([O:15][C:16]([CH3:19])([CH3:18])[CH3:17])=[O:14].[C:28](#[N:30])[CH3:29], predict the reaction product. The product is: [Cl:1][C:2]1[CH:3]=[C:4]2[C:8](=[CH:9][CH:10]=1)[N:7]([C:13]([O:15][C:16]([CH3:19])([CH3:18])[CH3:17])=[O:14])[CH:6]=[C:5]2[CH:11]=[O:12].[Cl:1][C:2]1[CH:3]=[C:4]2[C:8](=[CH:9][CH:10]=1)[NH:7][CH:6]=[C:5]2[C:11](=[O:12])[CH:28]([NH:30][C:6]1[CH:5]=[CH:11][CH:26]=[C:24]([O:23][CH3:21])[CH:27]=1)[C:29]1[CH:4]=[CH:3][CH:2]=[CH:10][CH:9]=1. (3) Given the reactants FC(F)(F)C(O)=O.C([O:12][C:13](=[O:38])[CH2:14][O:15][C:16]1[CH:21]=[CH:20][C:19]([CH:22]([CH3:36])[C:23]([OH:35])([C:28]2[CH:33]=[CH:32][N:31]=[C:30]([CH3:34])[CH:29]=2)[C:24]([F:27])([F:26])[F:25])=[C:18]([Cl:37])[CH:17]=1)(C)(C)C, predict the reaction product. The product is: [Cl:37][C:18]1[CH:17]=[C:16]([CH:21]=[CH:20][C:19]=1[CH:22]([CH3:36])[C:23]([OH:35])([C:28]1[CH:33]=[CH:32][N:31]=[C:30]([CH3:34])[CH:29]=1)[C:24]([F:26])([F:27])[F:25])[O:15][CH2:14][C:13]([OH:38])=[O:12]. (4) Given the reactants [CH3:1][O:2][C:3]1[CH:8]=[CH:7][C:6]([S:9]([N:12]2[CH2:18][C:17]3[CH:19]=[CH:20][C:21]([C:23](OC)=[O:24])=[CH:22][C:16]=3[O:15][CH2:14][C@@H:13]2[CH3:27])(=[O:11])=[O:10])=[CH:5][CH:4]=1.[OH-:28].[Na+].[NH2:30]O, predict the reaction product. The product is: [OH:28][NH:30][C:23]([C:21]1[CH:20]=[CH:19][C:17]2[CH2:18][N:12]([S:9]([C:6]3[CH:7]=[CH:8][C:3]([O:2][CH3:1])=[CH:4][CH:5]=3)(=[O:11])=[O:10])[C@@H:13]([CH3:27])[CH2:14][O:15][C:16]=2[CH:22]=1)=[O:24]. (5) Given the reactants [C:1]1([CH:7]([C:22]2[CH:27]=[CH:26][CH:25]=[CH:24][CH:23]=2)[CH2:8][NH:9][C:10]2[N:18]=[C:17]([C:19](O)=[O:20])[N:16]=[C:15]3[C:11]=2[N:12]=[CH:13][NH:14]3)[CH:6]=[CH:5][CH:4]=[CH:3][CH:2]=1.[N:28]1([CH2:34][CH2:35][NH2:36])[CH2:33][CH2:32][CH2:31][CH2:30][CH2:29]1, predict the reaction product. The product is: [C:22]1([CH:7]([C:1]2[CH:2]=[CH:3][CH:4]=[CH:5][CH:6]=2)[CH2:8][NH:9][C:10]2[N:18]=[C:17]([C:19]([NH:36][CH2:35][CH2:34][N:28]3[CH2:33][CH2:32][CH2:31][CH2:30][CH2:29]3)=[O:20])[N:16]=[C:15]3[C:11]=2[N:12]=[CH:13][NH:14]3)[CH:23]=[CH:24][CH:25]=[CH:26][CH:27]=1. (6) Given the reactants C([O-])(=O)C.[NH4+].[CH2:6]([N:13]1[CH2:18][CH2:17][C:16](=O)[C:15]([CH2:22][CH3:23])([CH2:20][CH3:21])[CH2:14]1)[C:7]1[CH:12]=[CH:11][CH:10]=[CH:9][CH:8]=1.C([BH3-])#[N:25].[Na+], predict the reaction product. The product is: [NH2:25][CH:16]1[CH2:17][CH2:18][N:13]([CH2:6][C:7]2[CH:12]=[CH:11][CH:10]=[CH:9][CH:8]=2)[CH2:14][C:15]1([CH2:22][CH3:23])[CH2:20][CH3:21]. (7) Given the reactants C1(P(C2C=CC=CC=2)C2C=CC=CC=2)C=CC=CC=1.[N:20]1([C:29]2[CH:34]=[CH:33][N:32]=[C:31]([NH:35][C@H:36]3[CH2:41][CH2:40][C@H:39]([CH2:42]O)[CH2:38][CH2:37]3)[N:30]=2)[C:24]2[CH:25]=[CH:26][CH:27]=[CH:28][C:23]=2[N:22]=[N:21]1.CC(OC(/N=N/C(OC(C)C)=O)=O)C.[C:58]1(=[O:68])[NH:62][C:61](=[O:63])[C:60]2=[CH:64][CH:65]=[CH:66][CH:67]=[C:59]12, predict the reaction product. The product is: [N:20]1([C:29]2[CH:34]=[CH:33][N:32]=[C:31]([NH:35][C@H:36]3[CH2:37][CH2:38][C@H:39]([CH2:42][N:62]4[C:58](=[O:68])[C:59]5[C:60](=[CH:64][CH:65]=[CH:66][CH:67]=5)[C:61]4=[O:63])[CH2:40][CH2:41]3)[N:30]=2)[C:24]2[CH:25]=[CH:26][CH:27]=[CH:28][C:23]=2[N:22]=[N:21]1. (8) The product is: [N:1]([C:4]1[CH:5]=[C:6]2[C:11](=[CH:12][C:13]=1[N+:16]([O-:18])=[O:17])[N:10]=[C:9]([OH:14])[C:8]([OH:15])=[N:7]2)=[N+:2]=[N-:3]. Given the reactants [N:1]([C:4]1[CH:5]=[C:6]2[C:11](=[CH:12][CH:13]=1)[N:10]=[C:9]([OH:14])[C:8]([OH:15])=[N:7]2)=[N+:2]=[N-:3].[N+:16]([O-])([OH:18])=[O:17], predict the reaction product. (9) Given the reactants Br[CH:2]([CH3:13])[C:3]([C:5]1[CH:10]=[CH:9][C:8]([O:11][CH3:12])=[CH:7][CH:6]=1)=[O:4].[CH2:14]([NH:21][CH2:22][C:23]1[CH:28]=[CH:27][CH:26]=[CH:25][CH:24]=1)[C:15]1[CH:20]=[CH:19][CH:18]=[CH:17][CH:16]=1, predict the reaction product. The product is: [CH2:22]([N:21]([CH2:14][C:15]1[CH:20]=[CH:19][CH:18]=[CH:17][CH:16]=1)[CH:2]([CH3:13])[C:3]([C:5]1[CH:10]=[CH:9][C:8]([O:11][CH3:12])=[CH:7][CH:6]=1)=[O:4])[C:23]1[CH:28]=[CH:27][CH:26]=[CH:25][CH:24]=1. (10) Given the reactants Br[C:2]1[C:7]([N+:8]([O-:10])=[O:9])=[CH:6][C:5]([Br:11])=[CH:4][N:3]=1.[Cl:12][C:13]1[CH:14]=[C:15](B(O)O)[CH:16]=[CH:17][C:18]=1[C:19]([O:21][CH3:22])=[O:20].P([O-])([O-])([O-])=O.[K+].[K+].[K+].O, predict the reaction product. The product is: [Br:11][C:5]1[CH:6]=[C:7]([N+:8]([O-:10])=[O:9])[C:2]([C:15]2[CH:16]=[CH:17][C:18]([C:19]([O:21][CH3:22])=[O:20])=[C:13]([Cl:12])[CH:14]=2)=[N:3][CH:4]=1.